Dataset: Reaction yield outcomes from USPTO patents with 853,638 reactions. Task: Predict the reaction yield, written as a fraction of the theoretical maximum amount of product (1.0 means a 100% yield; for example, 0.34 means a 34% yield). (1) The reactants are [O:1]=[C:2]1[NH:7][C:6]2[CH:8]=[C:9]([CH2:12][N:13]3[CH2:18][CH2:17][N:16]([C:19]4[CH:27]=[CH:26][C:22]([C:23]([OH:25])=O)=[CH:21][CH:20]=4)[CH2:15][CH2:14]3)[CH:10]=[N:11][C:5]=2[N:4]2[CH2:28][CH2:29][CH2:30][CH2:31][C@@H:3]12.Cl.[CH2:33]([N:35]=C=NCCCN(C)C)C.O.N1(O)C2C=CC=CC=2N=N1.CN1CCOCC1.Cl.CN. The catalyst is CN(C=O)C.O. The product is [CH3:33][NH:35][C:23](=[O:25])[C:22]1[CH:26]=[CH:27][C:19]([N:16]2[CH2:15][CH2:14][N:13]([CH2:12][C:9]3[CH:10]=[N:11][C:5]4[N:4]5[CH2:28][CH2:29][CH2:30][CH2:31][C@H:3]5[C:2](=[O:1])[NH:7][C:6]=4[CH:8]=3)[CH2:18][CH2:17]2)=[CH:20][CH:21]=1. The yield is 0.462. (2) The reactants are [SH:1][C:2]1[NH:3][C:4]2[CH:10]=[CH:9][CH:8]=[CH:7][C:5]=2[N:6]=1.Br[CH2:12][C:13](=[O:19])[C:14]([O:16][CH2:17][CH3:18])=[O:15]. The catalyst is CO.CC(C)=O. The product is [CH2:17]([O:16][C:14](=[O:15])[C:13](=[O:19])[CH2:12][S:1][C:2]1[NH:6][C:5]2[CH:7]=[CH:8][CH:9]=[CH:10][C:4]=2[N:3]=1)[CH3:18]. The yield is 0.930. (3) The reactants are [CH:1]1[C:6]([OH:7])=[CH:5][CH:4]=[C:3]([Br:8])[CH:2]=1.[CH3:9][CH:10](Br)[CH2:11][CH2:12][CH2:13][CH2:14][CH3:15].[I-].[Na+].C(=O)([O-])[O-].[K+].[K+]. The catalyst is CN(C)C=O.CCCCCC.O. The product is [Br:8][C:3]1[CH:4]=[CH:5][C:6]([O:7][CH:10]([CH3:9])[CH2:11][CH2:12][CH2:13][CH2:14][CH3:15])=[CH:1][CH:2]=1. The yield is 0.600.